Predict the product of the given reaction. From a dataset of Forward reaction prediction with 1.9M reactions from USPTO patents (1976-2016). (1) Given the reactants [C:1]1([C@@H:7]2[CH2:9][C@H:8]2[C:10](Cl)=[O:11])[CH:6]=[CH:5][CH:4]=[CH:3][CH:2]=1.Br.Br.[CH2:15]([N:18]1[CH2:23][CH2:22][NH:21][CH2:20][CH2:19]1)[CH2:16][CH3:17], predict the reaction product. The product is: [C:1]1([C@@H:7]2[CH2:9][C@H:8]2[C:10]([N:21]2[CH2:22][CH2:23][N:18]([CH2:15][CH2:16][CH3:17])[CH2:19][CH2:20]2)=[O:11])[CH:6]=[CH:5][CH:4]=[CH:3][CH:2]=1. (2) The product is: [CH:1]1([C:4]2[C:9]([C:10]([NH:51][CH2:52][C@H:53]3[CH2:58][CH2:57][CH2:56][CH2:55][C@@H:54]3[OH:59])=[O:12])=[C:8]([CH3:13])[CH:7]=[C:6]([N:14]3[CH2:19][CH2:18][O:17][CH2:16][CH2:15]3)[N:5]=2)[CH2:2][CH2:3]1. Given the reactants [CH:1]1([C:4]2[C:9]([C:10]([OH:12])=O)=[C:8]([CH3:13])[CH:7]=[C:6]([N:14]3[CH2:19][CH2:18][O:17][CH2:16][CH2:15]3)[N:5]=2)[CH2:3][CH2:2]1.C(N(C(C)C)C(C)C)C.C(N=C=NCCCN(C)C)C.O.ON1C2C=CC=CC=2N=N1.[NH2:51][CH2:52][C@H:53]1[CH2:58][CH2:57][CH2:56][CH2:55][C@@H:54]1[OH:59], predict the reaction product.